Dataset: Catalyst prediction with 721,799 reactions and 888 catalyst types from USPTO. Task: Predict which catalyst facilitates the given reaction. (1) Reactant: [N:1](=[C:3]([C:9]([CH3:11])=O)[C:4]([O:6][CH2:7][CH3:8])=[O:5])O.[Cl:12][C:13]1[CH:20]=[CH:19][CH:18]=[CH:17][C:14]=1[CH2:15][NH2:16]. Product: [CH2:7]([O:6][C:4]([C:3]1[N:1]=[C:15]([C:14]2[CH:17]=[CH:18][CH:19]=[CH:20][C:13]=2[Cl:12])[NH:16][C:9]=1[CH3:11])=[O:5])[CH3:8]. The catalyst class is: 10. (2) Reactant: [CH:1]1[C:11]2[CH:10]=[CH:9][C:8]3[CH:12]=[CH:13][CH:14]=[CH:15][C:7]=3[N:6]([CH2:16][CH2:17][OH:18])[C:5]=2[CH:4]=[CH:3][CH:2]=1.[C:32]1(P([C:32]2[CH:37]=[CH:36][CH:35]=[CH:34][CH:33]=2)[C:32]2[CH:37]=[CH:36][CH:35]=[CH:34][CH:33]=2)[CH:37]=[CH:36][CH:35]=[CH:34][CH:33]=1.C[CH2:39][O:40]C(/N=N/C(OCC)=O)=O.[CH3:50][O:51][C:52](=[O:78])[C@@H:53]([NH:62][C:63]1[CH:68]=[CH:67][CH:66]=[CH:65][C:64]=1OC(=O)C1C=CC=CC=1)[CH2:54][C:55]1[CH:60]=[CH:59][C:58](O)=[CH:57][CH:56]=1. Product: [CH3:50][O:51][C:52](=[O:78])[C@@H:53]([NH:62][C:63]1[CH:68]=[CH:67][CH:66]=[CH:65][C:64]=1[C:39](=[O:40])[C:32]1[CH:33]=[CH:34][CH:35]=[CH:36][CH:37]=1)[CH2:54][C:55]1[CH:56]=[CH:57][C:58]([O:18][CH2:17][CH2:16][N:6]2[C:7]3[CH:15]=[CH:14][CH:13]=[CH:12][C:8]=3[CH:9]=[CH:10][C:11]3[CH:1]=[CH:2][CH:3]=[CH:4][C:5]2=3)=[CH:59][CH:60]=1. The catalyst class is: 20. (3) Reactant: [Cl:1][C:2]1[CH:11]=[C:10]([C:12]([NH:14][CH2:15][C:16]2[CH:21]=[CH:20][CH:19]=[C:18]([O:22]C)[CH:17]=2)=[O:13])[CH:9]=[C:8]([Cl:24])[C:3]=1[C:4]([O:6]C)=[O:5].C(=O)=O.CC(C)=O.B(Br)(Br)Br. Product: [Cl:1][C:2]1[CH:11]=[C:10]([C:12]([NH:14][CH2:15][C:16]2[CH:21]=[CH:20][CH:19]=[C:18]([OH:22])[CH:17]=2)=[O:13])[CH:9]=[C:8]([Cl:24])[C:3]=1[C:4]([OH:6])=[O:5]. The catalyst class is: 4. (4) Reactant: [Cl:1][C:2]1[CH:3]=[C:4]2[C:9](=[CH:10][CH:11]=1)[C:8]1([CH2:14][CH2:13][CH2:12]1)[C:7](=[O:15])[C:6]([C:16](OCC)=[O:17])=[C:5]2[OH:21].Cl.[C:23]([O:27][C:28](=[O:31])[CH2:29][NH2:30])([CH3:26])([CH3:25])[CH3:24].CCN(C(C)C)C(C)C. Product: [Cl:1][C:2]1[CH:3]=[C:4]2[C:9](=[CH:10][CH:11]=1)[C:8]1([CH2:14][CH2:13][CH2:12]1)[C:7](=[O:15])[C:6]([C:16]([NH:30][CH2:29][C:28]([O:27][C:23]([CH3:26])([CH3:25])[CH3:24])=[O:31])=[O:17])=[C:5]2[OH:21]. The catalyst class is: 12.